The task is: Predict the reactants needed to synthesize the given product.. This data is from Full USPTO retrosynthesis dataset with 1.9M reactions from patents (1976-2016). (1) Given the product [CH3:31][C:21]1[CH:26]=[CH:25][C:24]([S:27]([N:4]2[CH2:9][CH2:8][C:7](=[O:10])[CH:6]([C:11]([O:13][CH2:19][CH3:20])=[O:12])[CH2:5]2)(=[O:29])=[O:28])=[CH:23][CH:22]=1, predict the reactants needed to synthesize it. The reactants are: Cl.C([N:4]1[CH2:9][CH2:8][C:7](=[O:10])[CH:6]([C:11]([OH:13])=[O:12])[CH2:5]1)C.C(N([CH2:19][CH3:20])CC)C.[C:21]1([CH3:31])[CH:26]=[CH:25][C:24]([S:27](Cl)(=[O:29])=[O:28])=[CH:23][CH:22]=1. (2) Given the product [C:2]1([C:1]2[O:8][CH2:14][C:10](=[O:11])[N:9]=2)[CH:7]=[CH:6][CH:5]=[CH:4][CH:3]=1, predict the reactants needed to synthesize it. The reactants are: [C:1]([N:9]=[C:10]=[O:11])(=[O:8])[C:2]1[CH:7]=[CH:6][CH:5]=[CH:4][CH:3]=1.[N+](=[CH:14][Si](C)(C)C)=[N-]. (3) Given the product [CH3:1][O:2][C:3](=[O:9])[CH:4]([S:17][C:14]1[CH:15]=[CH:16][C:11]([Cl:10])=[CH:12][CH:13]=1)[C:5](=[O:7])[CH3:6], predict the reactants needed to synthesize it. The reactants are: [CH3:1][O:2][C:3](=[O:9])[CH:4](Cl)[C:5](=[O:7])[CH3:6].[Cl:10][C:11]1[CH:16]=[CH:15][C:14]([SH:17])=[CH:13][CH:12]=1.C(N(CC)CC)C. (4) The reactants are: [CH3:1][C:2]1[CH:7]=[C:6]([O:8][CH2:9][CH2:10][CH2:11][CH2:12][CH3:13])[CH:5]=[C:4]([CH3:14])[C:3]=1[NH:15][C:16](=[O:29])[CH:17]([O:23]C(OCC)C)[C:18]([CH3:22])([CH3:21])[CH2:19][OH:20]. Given the product [CH3:1][C:2]1[CH:7]=[C:6]([O:8][CH2:9][CH2:10][CH2:11][CH2:12][CH3:13])[CH:5]=[C:4]([CH3:14])[C:3]=1[NH:15][C:16](=[O:29])[CH:17]([OH:23])[C:18]([CH3:22])([CH3:21])[CH2:19][OH:20], predict the reactants needed to synthesize it. (5) The reactants are: Br[C:2]1[CH:3]=[CH:4][C:5]([F:21])=[C:6]([C@:8]2([CH3:20])[C:14]([F:16])([F:15])[C:13]([CH3:18])([CH3:17])[O:12][CH2:11][C:10](=[O:19])[NH:9]2)[CH:7]=1.CC1C=CC(S(NN=[C:34]2[CH2:39][CH2:38][O:37][CH2:36][CH2:35]2)(=O)=O)=CC=1.C1(P(C2CCCCC2)C2C=CC=CC=2C2C(C(C)C)=CC(C(C)C)=CC=2C(C)C)CCCCC1.CC(C)([O-])C.[Li+].C(=O)([O-])O.[Na+]. Given the product [O:37]1[CH2:36][CH:35]=[C:34]([C:2]2[CH:3]=[CH:4][C:5]([F:21])=[C:6]([C@:8]3([CH3:20])[C:14]([F:16])([F:15])[C:13]([CH3:18])([CH3:17])[O:12][CH2:11][C:10](=[O:19])[NH:9]3)[CH:7]=2)[CH2:39][CH2:38]1, predict the reactants needed to synthesize it. (6) The reactants are: [CH:1]1[CH:6]=[CH:5][C:4]([NH:7][C:8]([CH2:10][CH2:11][CH2:12][CH2:13][CH2:14][CH2:15][C:16]([NH:18][OH:19])=[O:17])=[O:9])=[CH:3][CH:2]=1.ON1C2C=CC=CC=2N=N1.[C:30](OC(=O)C)(=[O:32])[CH3:31]. Given the product [C:4]1([NH:7][C:8](=[O:9])[CH2:10][CH2:11][CH2:12][CH2:13][CH2:14][CH2:15][C:16]([NH:18][O:19][C:30](=[O:32])[CH3:31])=[O:17])[CH:3]=[CH:2][CH:1]=[CH:6][CH:5]=1, predict the reactants needed to synthesize it.